Dataset: Peptide-MHC class I binding affinity with 185,985 pairs from IEDB/IMGT. Task: Regression. Given a peptide amino acid sequence and an MHC pseudo amino acid sequence, predict their binding affinity value. This is MHC class I binding data. (1) The peptide sequence is LMIERFVSL. The MHC is HLA-A02:06 with pseudo-sequence HLA-A02:06. The binding affinity (normalized) is 0.969. (2) The peptide sequence is VTHLLAEMNR. The MHC is HLA-A33:01 with pseudo-sequence HLA-A33:01. The binding affinity (normalized) is 0.427. (3) The binding affinity (normalized) is 0.0847. The MHC is HLA-B44:02 with pseudo-sequence HLA-B44:02. The peptide sequence is YYYNFSEDL. (4) The peptide sequence is ATGFKQSSKAL. The MHC is Mamu-A01 with pseudo-sequence Mamu-A01. The binding affinity (normalized) is 0.149. (5) The peptide sequence is SIYYTLVRM. The MHC is HLA-B57:01 with pseudo-sequence HLA-B57:01. The binding affinity (normalized) is 0.0847. (6) The peptide sequence is IEDDEIIWV. The MHC is HLA-A02:12 with pseudo-sequence HLA-A02:12. The binding affinity (normalized) is 0.0847. (7) The binding affinity (normalized) is 0.0847. The MHC is HLA-B15:01 with pseudo-sequence HLA-B15:01. The peptide sequence is HRYLIRQSM.